Dataset: Peptide-MHC class I binding affinity with 185,985 pairs from IEDB/IMGT. Task: Regression. Given a peptide amino acid sequence and an MHC pseudo amino acid sequence, predict their binding affinity value. This is MHC class I binding data. The peptide sequence is NGAVAVLKY. The MHC is HLA-A30:02 with pseudo-sequence HLA-A30:02. The binding affinity (normalized) is 0.259.